From a dataset of Reaction yield outcomes from USPTO patents with 853,638 reactions. Predict the reaction yield, written as a fraction of the theoretical maximum amount of product (1.0 means a 100% yield; for example, 0.34 means a 34% yield). (1) The reactants are [NH2:1][C:2]1[CH:7]=[CH:6][C:5]([C:8]2[N:13]=[C:12]([N:14]3[CH2:20][CH:19]4[O:21][CH:16]([CH2:17][CH2:18]4)[CH2:15]3)[N:11]=[C:10]([C:22]3[CH:27]=[CH:26][C:25]([NH:28][C:29]([NH:31][CH3:32])=[O:30])=[CH:24][CH:23]=3)[N:9]=2)=[CH:4][CH:3]=1.[N:33]1[CH:38]=[CH:37][C:36]([NH:39][C:40](=O)[O:41]C2C=CC=CC=2)=[CH:35][CH:34]=1. No catalyst specified. The product is [CH3:32][NH:31][C:29]([NH:28][C:25]1[CH:26]=[CH:27][C:22]([C:10]2[N:11]=[C:12]([N:14]3[CH2:20][CH:19]4[O:21][CH:16]([CH2:17][CH2:18]4)[CH2:15]3)[N:13]=[C:8]([C:5]3[CH:4]=[CH:3][C:2]([NH:1][C:40](=[O:41])[NH:39][C:36]4[CH:37]=[CH:38][N:33]=[CH:34][CH:35]=4)=[CH:7][CH:6]=3)[N:9]=2)=[CH:23][CH:24]=1)=[O:30]. The yield is 0.0400. (2) The reactants are [CH:1]1([O:6][C:7]2[CH:8]=[C:9]([CH:30]=[CH:31][C:32]=2[O:33][CH3:34])[N:10]([C:18]2[CH:23]=[CH:22][C:21]([N+:24]([O-])=O)=[C:20]([C:27]([OH:29])=[O:28])[CH:19]=2)[CH2:11][C:12]2[CH:13]=[N:14][CH:15]=[CH:16][CH:17]=2)[CH2:5][CH2:4][CH2:3][CH2:2]1.[C:35](OC(=O)C)(=[O:37])[CH3:36]. The catalyst is CCOC(C)=O.O=[Pt]=O. The product is [CH:1]1([O:6][C:7]2[CH:8]=[C:9]([CH:30]=[CH:31][C:32]=2[O:33][CH3:34])[N:10]([C:18]2[CH:23]=[CH:22][C:21]([NH:24][C:35](=[O:37])[CH3:36])=[C:20]([C:27]([OH:29])=[O:28])[CH:19]=2)[CH2:11][C:12]2[CH:13]=[N:14][CH:15]=[CH:16][CH:17]=2)[CH2:5][CH2:4][CH2:3][CH2:2]1. The yield is 0.510. (3) The reactants are Cl.[Cl:2][C:3]1[CH:8]=[C:7]([C:9]2[CH:14]=[C:13]([Cl:15])[CH:12]=[C:11]([Cl:16])[CH:10]=2)[N:6]=[C:5]2[CH2:17][CH2:18][CH2:19][C:4]=12.[NH2:20][C:21]1[CH:29]=[CH:28][C:24]([CH2:25][CH2:26][OH:27])=[CH:23][CH:22]=1. No catalyst specified. The product is [ClH:2].[Cl:16][C:11]1[CH:10]=[C:9]([C:7]2[N:6]=[C:5]3[CH2:17][CH2:18][CH2:19][C:4]3=[C:3]([NH:20][C:21]3[CH:29]=[CH:28][C:24]([CH2:25][CH2:26][OH:27])=[CH:23][CH:22]=3)[CH:8]=2)[CH:14]=[C:13]([Cl:15])[CH:12]=1. The yield is 0.650. (4) The reactants are [F:1][C:2]([F:15])([F:14])[C:3]1[CH:4]=[C:5](Br)[CH:6]=[C:7]([C:9]([F:12])([F:11])[F:10])[CH:8]=1.[CH2:16](N(CC)CC)[CH3:17].C=C.CCCCC. The catalyst is [Cl-].C([N+](CCCC)(CCCC)CCCC)CCC.C(#N)C.C([O-])(=O)C.[Pd+2].C([O-])(=O)C. The product is [F:1][C:2]([F:15])([F:14])[C:3]1[CH:4]=[C:5]([CH:6]=[C:7]([C:9]([F:12])([F:11])[F:10])[CH:8]=1)[CH:16]=[CH2:17]. The yield is 0.950. (5) The reactants are [N:1]1[C:10]2[C:5](=[CH:6][CH:7]=[CH:8][CH:9]=2)[N:4]=[CH:3][C:2]=1[C:11]1[CH:12]=[C:13]([NH2:17])[CH:14]=[CH:15][CH:16]=1.[CH:18]1([C:21](Cl)=[O:22])[CH2:20][CH2:19]1. The catalyst is N1C=CC=CC=1.O. The product is [N:1]1[C:10]2[C:5](=[CH:6][CH:7]=[CH:8][CH:9]=2)[N:4]=[CH:3][C:2]=1[C:11]1[CH:12]=[C:13]([NH:17][C:21]([CH:18]2[CH2:20][CH2:19]2)=[O:22])[CH:14]=[CH:15][CH:16]=1. The yield is 0.690. (6) The reactants are N[C:2]1[N:6]([C:7]2[CH:12]=[CH:11][C:10]([C:13]([N:15]3[CH2:20][CH2:19][N:18]([CH3:21])[CH2:17][CH2:16]3)=[O:14])=[CH:9][CH:8]=2)[N:5]=[C:4]([C:22]2[CH:31]=[CH:30][C:25]([C:26]([O:28][CH3:29])=[O:27])=[CH:24][CH:23]=2)[CH:3]=1.[I:32]CI.N(OCCC(C)C)=O.[NH4+].[Cl-]. The catalyst is [Cu]I.CCOC(C)=O.C(#N)C. The product is [I:32][C:2]1[N:6]([C:7]2[CH:12]=[CH:11][C:10]([C:13]([N:15]3[CH2:20][CH2:19][N:18]([CH3:21])[CH2:17][CH2:16]3)=[O:14])=[CH:9][CH:8]=2)[N:5]=[C:4]([C:22]2[CH:31]=[CH:30][C:25]([C:26]([O:28][CH3:29])=[O:27])=[CH:24][CH:23]=2)[CH:3]=1. The yield is 0.280. (7) The reactants are [CH:1]([N:14]1[C:22]2[C:17](=[CH:18][C:19]([Cl:23])=[CH:20][CH:21]=2)[C:16]([CH2:24][CH2:25][S:26]([C:29]2[CH:34]=[CH:33][C:32]([C:35]3[CH:36]=[C:37]([CH:42]=[CH:43][CH:44]=3)[C:38]([O:40][CH3:41])=[O:39])=[CH:31][CH:30]=2)(=[O:28])=[O:27])=[C:15]1[CH2:45][CH2:46]OS(C)(=O)=O)([C:8]1[CH:13]=[CH:12][CH:11]=[CH:10][CH:9]=1)[C:2]1[CH:7]=[CH:6][CH:5]=[CH:4][CH:3]=1.[N-:52]=[N+:53]=[N-:54].[Na+].CN(C=O)C. The product is [N:52]([CH2:46][CH2:45][C:15]1[N:14]([CH:1]([C:2]2[CH:7]=[CH:6][CH:5]=[CH:4][CH:3]=2)[C:8]2[CH:13]=[CH:12][CH:11]=[CH:10][CH:9]=2)[C:22]2[C:17]([C:16]=1[CH2:24][CH2:25][S:26]([C:29]1[CH:34]=[CH:33][C:32]([C:35]3[CH:36]=[C:37]([CH:42]=[CH:43][CH:44]=3)[C:38]([O:40][CH3:41])=[O:39])=[CH:31][CH:30]=1)(=[O:28])=[O:27])=[CH:18][C:19]([Cl:23])=[CH:20][CH:21]=2)=[N+:53]=[N-:54]. The yield is 0.990. The catalyst is O.